Predict the reaction yield, written as a fraction of the theoretical maximum amount of product (1.0 means a 100% yield; for example, 0.34 means a 34% yield). From a dataset of Reaction yield outcomes from USPTO patents with 853,638 reactions. (1) The reactants are CN(C1C=CC=CN=1)C.C(C1C=[CH:20][C:19]2[C:14](=[CH:15][CH:16]=[CH:17][CH:18]=2)[N:13]=1)=C.[C:22]1(=O)[O:27][C:25](=[O:26])[CH2:24][CH2:23]1.O. The catalyst is N1C=CC=CC=1.C(Cl)Cl. The product is [N:13]1[C:14]2[C:19](=[CH:18][CH:17]=[CH:16][CH:15]=2)[CH:20]=[CH:22][C:23]=1[CH2:24][C:25]([OH:27])=[O:26]. The yield is 0.760. (2) The reactants are [NH2:1][CH2:2][C:3]1[C:11]2[S:10](=[O:13])(=[O:12])[N:9]=[C:8]([C:14]3[C:15](=[O:32])[C@@:16]([CH2:26][CH2:27][C:28]([CH3:31])([CH3:30])[CH3:29])([CH3:25])[C:17]4[C:22]([C:23]=3[OH:24])=[CH:21][CH:20]=[CH:19][CH:18]=4)[NH:7][C:6]=2[S:5][CH:4]=1.C(N(CC)CC)C.[CH3:40][S:41](Cl)(=[O:43])=[O:42]. The catalyst is CN(C)C=O.O. The product is [CH3:29][C:28]([CH3:31])([CH3:30])[CH2:27][CH2:26][C@:16]1([CH3:25])[C:17]2[C:22](=[CH:21][CH:20]=[CH:19][CH:18]=2)[C:23]([OH:24])=[C:14]([C:8]2[NH:7][C:6]3[S:5][CH:4]=[C:3]([CH2:2][NH:1][S:41]([CH3:40])(=[O:43])=[O:42])[C:11]=3[S:10](=[O:13])(=[O:12])[N:9]=2)[C:15]1=[O:32]. The yield is 0.760. (3) The reactants are [F:1][C:2]1[CH:3]=[CH:4][C:5]2[O:9][CH:8]([C:10]([OH:12])=O)[CH2:7][C:6]=2[CH:13]=1.CCN=C=NCCCN(C)C.Cl.C1C=CC2N(O)N=NC=2C=1.C(N(CC)CC)C.[N:43]1([C:49]([O:51][C:52]([CH3:55])([CH3:54])[CH3:53])=[O:50])[CH2:48][CH2:47][NH:46][CH2:45][CH2:44]1. The catalyst is ClCCl.O. The product is [C:52]([O:51][C:49]([N:43]1[CH2:48][CH2:47][N:46]([C:10]([CH:8]2[CH2:7][C:6]3[CH:13]=[C:2]([F:1])[CH:3]=[CH:4][C:5]=3[O:9]2)=[O:12])[CH2:45][CH2:44]1)=[O:50])([CH3:55])([CH3:53])[CH3:54]. The yield is 0.520.